The task is: Regression/Classification. Given a drug SMILES string, predict its absorption, distribution, metabolism, or excretion properties. Task type varies by dataset: regression for continuous measurements (e.g., permeability, clearance, half-life) or binary classification for categorical outcomes (e.g., BBB penetration, CYP inhibition). Dataset: rlm.. This data is from Rat liver microsome stability data. The molecule is COC(=O)Nc1nc2cc(Sc3ccccc3)ccc2[nH]1. The result is 1 (stable in rat liver microsomes).